This data is from NCI-60 drug combinations with 297,098 pairs across 59 cell lines. The task is: Regression. Given two drug SMILES strings and cell line genomic features, predict the synergy score measuring deviation from expected non-interaction effect. (1) Drug 1: CC(C)NC(=O)C1=CC=C(C=C1)CNNC.Cl. Drug 2: COCCOC1=C(C=C2C(=C1)C(=NC=N2)NC3=CC=CC(=C3)C#C)OCCOC.Cl. Cell line: HOP-62. Synergy scores: CSS=2.35, Synergy_ZIP=5.77, Synergy_Bliss=10.3, Synergy_Loewe=3.33, Synergy_HSA=2.89. (2) Drug 1: CC1=C(C(CCC1)(C)C)C=CC(=CC=CC(=CC(=O)O)C)C. Drug 2: C1C(C(OC1N2C=NC(=NC2=O)N)CO)O. Cell line: ACHN. Synergy scores: CSS=13.1, Synergy_ZIP=-2.01, Synergy_Bliss=2.61, Synergy_Loewe=-6.68, Synergy_HSA=3.44.